Dataset: Full USPTO retrosynthesis dataset with 1.9M reactions from patents (1976-2016). Task: Predict the reactants needed to synthesize the given product. (1) Given the product [F:1][C:2]1[C:3]([CH2:26][N:27]([CH3:35])[C:28](=[O:34])[O:29][C:30]([CH3:31])([CH3:32])[CH3:33])=[CH:4][NH:5][C:6]=1[C:7]1[C:8]([C:13]([F:15])([F:16])[F:14])=[N:9][CH:10]=[CH:11][CH:12]=1, predict the reactants needed to synthesize it. The reactants are: [F:1][C:2]1[C:3]([CH2:26][N:27]([CH3:35])[C:28](=[O:34])[O:29][C:30]([CH3:33])([CH3:32])[CH3:31])=[CH:4][N:5](S(C2C=CC=CC=2)(=O)=O)[C:6]=1[C:7]1[C:8]([C:13]([F:16])([F:15])[F:14])=[N:9][CH:10]=[CH:11][CH:12]=1.[OH-].[Na+]. (2) Given the product [Br:1][C:2]1[CH:7]=[CH:6][C:5]([O:8][CH2:19][CH2:20][CH2:21][O:22][CH3:23])=[CH:4][C:3]=1[CH2:9][CH2:10][OH:11], predict the reactants needed to synthesize it. The reactants are: [Br:1][C:2]1[CH:7]=[CH:6][C:5]([OH:8])=[CH:4][C:3]=1[CH2:9][CH2:10][OH:11].C([O-])([O-])=O.[K+].[K+].Br[CH2:19][CH2:20][CH2:21][O:22][CH3:23].